This data is from Peptide-MHC class II binding affinity with 134,281 pairs from IEDB. The task is: Regression. Given a peptide amino acid sequence and an MHC pseudo amino acid sequence, predict their binding affinity value. This is MHC class II binding data. The peptide sequence is KKKCDTLLCDIGESSSS. The MHC is HLA-DQA10501-DQB10302 with pseudo-sequence HLA-DQA10501-DQB10302. The binding affinity (normalized) is 0.194.